From a dataset of Reaction yield outcomes from USPTO patents with 853,638 reactions. Predict the reaction yield, written as a fraction of the theoretical maximum amount of product (1.0 means a 100% yield; for example, 0.34 means a 34% yield). The reactants are [Cl:1][C:2]1[CH:3]=[N:4][CH:5]=[C:6]([Cl:9])[C:7]=1Cl.[NH:10]1[CH2:15][CH2:14][CH:13]([CH2:16][OH:17])[CH2:12][CH2:11]1.C(N(CC)CC)C. The catalyst is CN1C(=O)CCC1. The product is [Cl:9][C:6]1[CH:5]=[N:4][CH:3]=[C:2]([Cl:1])[C:7]=1[N:10]1[CH2:15][CH2:14][CH:13]([CH2:16][OH:17])[CH2:12][CH2:11]1. The yield is 0.710.